This data is from Reaction yield outcomes from USPTO patents with 853,638 reactions. The task is: Predict the reaction yield, written as a fraction of the theoretical maximum amount of product (1.0 means a 100% yield; for example, 0.34 means a 34% yield). The reactants are S[C:2]1[N:3]=[C:4]([OH:12])[C:5]2[C@H:10]([CH3:11])[CH2:9][CH2:8][C:6]=2[N:7]=1.[NH4+].[OH-]. The catalyst is O.[Ni]. The product is [CH3:11][C@H:10]1[C:5]2[C:4]([OH:12])=[N:3][CH:2]=[N:7][C:6]=2[CH2:8][CH2:9]1. The yield is 0.990.